Dataset: Forward reaction prediction with 1.9M reactions from USPTO patents (1976-2016). Task: Predict the product of the given reaction. (1) Given the reactants C(=O)([O-])[O-].[K+].[K+].O.C([C@@H]([C@H](C(O)=O)O)O)(O)=O.[C:18]([O:26][CH2:27][CH2:28][CH2:29][N:30]1[C:38]2[C:33](=[CH:34][C:35]([CH2:41][C@H:42]([NH2:44])[CH3:43])=[CH:36][C:37]=2[C:39]#[N:40])[CH2:32][CH2:31]1)(=[O:25])[C:19]1[CH:24]=[CH:23][CH:22]=[CH:21][CH:20]=1, predict the reaction product. The product is: [C:18]([O:26][CH2:27][CH2:28][CH2:29][N:30]1[C:38]2[C:33](=[CH:34][C:35]([CH2:41][C@H:42]([NH2:44])[CH3:43])=[CH:36][C:37]=2[C:39]#[N:40])[CH2:32][CH2:31]1)(=[O:25])[C:19]1[CH:20]=[CH:21][CH:22]=[CH:23][CH:24]=1. (2) Given the reactants C(NC(C)C)(C)C.[Li]CCCC.[Cl:13][C:14]1[C:19]([Cl:20])=[CH:18][CH:17]=[CH:16][N:15]=1.[C:21](=[O:23])=[O:22], predict the reaction product. The product is: [Cl:13][C:14]1[C:19]([Cl:20])=[C:18]([CH:17]=[CH:16][N:15]=1)[C:21]([OH:23])=[O:22].